The task is: Predict the reactants needed to synthesize the given product.. This data is from Full USPTO retrosynthesis dataset with 1.9M reactions from patents (1976-2016). (1) Given the product [CH3:1][C:2]1[C:14]2[C:5](=[N:6][C:7]3[C:12]([C:13]=2[S:15][CH2:23][CH2:24][CH3:25])=[CH:11][CH:10]=[CH:9][CH:8]=3)[N:4]([C:16]2[CH:21]=[CH:20][CH:19]=[CH:18][N:17]=2)[N:3]=1, predict the reactants needed to synthesize it. The reactants are: [CH3:1][C:2]1[C:14]2[C:13](=[S:15])[C:12]3[C:7](=[CH:8][CH:9]=[CH:10][CH:11]=3)[NH:6][C:5]=2[N:4]([C:16]2[CH:21]=[CH:20][CH:19]=[CH:18][N:17]=2)[N:3]=1.I[CH2:23][CH2:24][CH3:25].C(=O)([O-])[O-].[K+].[K+]. (2) Given the product [CH2:18]([NH:17][C:16]([C@@H:15]1[CH2:14][CH2:13][CH:12]([OH:27])[N:11]1[CH3:9])=[O:26])[CH2:19][C:20]1[CH:21]=[CH:22][CH:23]=[CH:24][CH:25]=1, predict the reactants needed to synthesize it. The reactants are: C(O[C:9]([N:11]1[C@H:15]([C:16](=[O:26])[NH:17][CH2:18][CH2:19][C:20]2[CH:25]=[CH:24][CH:23]=[CH:22][CH:21]=2)[CH2:14][CH2:13][C:12]1=[O:27])=O)C1C=CC=CC=1.N1C(=O)CC[C@H]1C(N)=O.[Li+].[B-](CC)(CC)CC. (3) Given the product [CH3:1][O:2][C:3]1[CH:4]=[C:5]2[C:6](=[CH:7][CH:8]=1)[NH:9][C:14](=[O:15])[C:13]([C:12]([F:21])([F:20])[F:11])=[N:10]2.[CH3:1][O:2][C:3]1[CH:4]=[C:5]2[C:6]([N:9]=[C:13]([C:12]([F:11])([F:20])[F:21])[C:14](=[O:16])[NH:10]2)=[CH:7][CH:8]=1, predict the reactants needed to synthesize it. The reactants are: [CH3:1][O:2][C:3]1[CH:4]=[C:5]([NH2:10])[C:6]([NH2:9])=[CH:7][CH:8]=1.[F:11][C:12]([F:21])([F:20])[C:13](=O)[C:14]([O:16]CC)=[O:15]. (4) Given the product [Cl:35][C:29]1[CH:30]=[CH:31][C:32]([Cl:34])=[CH:33][C:28]=1[C:23]1[N:22]([C:20]2[C:19]([N+:36]([O-:38])=[O:37])=[CH:18][CH:17]=[C:16]([N:10]3[CH:11]=[C:12]([CH3:14])[N:13]=[C:9]3[C:3]3[CH:4]=[C:5]([Cl:8])[CH:6]=[CH:7][C:2]=3[Cl:1])[N:21]=2)[CH:26]=[C:25]([CH3:27])[N:24]=1, predict the reactants needed to synthesize it. The reactants are: [Cl:1][C:2]1[CH:7]=[CH:6][C:5]([Cl:8])=[CH:4][C:3]=1[C:9]1[NH:10][CH:11]=[C:12]([CH3:14])[N:13]=1.Cl[C:16]1[N:21]=[C:20]([N:22]2[CH:26]=[C:25]([CH3:27])[N:24]=[C:23]2[C:28]2[CH:33]=[C:32]([Cl:34])[CH:31]=[CH:30][C:29]=2[Cl:35])[C:19]([N+:36]([O-:38])=[O:37])=[CH:18][CH:17]=1. (5) Given the product [C:34]([O:33][C:31]([CH2:43][C:48]([O:25][C@H:22]1[CH2:23][CH2:24][C@@H:20]([NH:19][C:17]([C:3]2[C:2]([Cl:1])=[C:6]([C:7]3[CH:12]=[CH:11][C:10]([C:13]([F:15])([F:14])[F:16])=[CH:9][CH:8]=3)[O:5][N:4]=2)=[O:18])[CH2:21]1)=[O:38])=[O:32])([CH3:35])([CH3:36])[CH3:37], predict the reactants needed to synthesize it. The reactants are: [Cl:1][C:2]1[C:3]([C:17]([NH:19][C@@H:20]2[CH2:24][CH2:23][C@H:22]([OH:25])[CH2:21]2)=[O:18])=[N:4][O:5][C:6]=1[C:7]1[CH:12]=[CH:11][C:10]([C:13]([F:16])([F:15])[F:14])=[CH:9][CH:8]=1.N([C:31]([O:33][C:34]([CH3:37])([CH3:36])[CH3:35])=[O:32])CC(O)=O.[OH2:38].ON1C2C=CC=[CH:48][C:43]=2N=N1.Cl.CN(C)CCCN=C=NCC.C(N(CC)CC)C. (6) The reactants are: O.[Cl:2]C1C=C(O)C=CC=1C(O)=O.C(OC([N:20]1[CH2:35][CH2:34][N:23]2[C:24](=[O:33])[C:25]3[C:30]([CH:22]2[CH2:21]1)=[CH:29][CH:28]=[CH:27][C:26]=3[S:31][CH3:32])=O)(C)(C)C.C(OC(N1CCN2C(=O)C3C(C2C1)=CC(OC)=CC=3Cl)=O)(C)(C)C. Given the product [ClH:2].[CH3:32][S:31][C:26]1[CH:27]=[CH:28][CH:29]=[C:30]2[C:25]=1[C:24](=[O:33])[N:23]1[CH2:34][CH2:35][NH:20][CH2:21][C@H:22]12, predict the reactants needed to synthesize it. (7) Given the product [CH2:1]([N:8]1[C:13]([C:14]2[CH:19]=[CH:18][CH:17]=[CH:16][CH:15]=2)=[CH:12][CH:11]=[C:10]([C:20]([NH:22][C@@H:23]([CH2:31][CH2:32][CH2:33][NH:34][C:35]([NH2:37])=[NH:36])[C:24]([OH:26])=[O:25])=[O:21])[C:9]1=[O:56])[C:2]1[CH:3]=[CH:4][CH:5]=[CH:6][CH:7]=1.[C:63]([OH:69])([C:65]([F:68])([F:67])[F:66])=[O:64], predict the reactants needed to synthesize it. The reactants are: [CH2:1]([N:8]1[C:13]([C:14]2[CH:19]=[CH:18][CH:17]=[CH:16][CH:15]=2)=[CH:12][CH:11]=[C:10]([C:20]([NH:22][C@@H:23]([CH2:31][CH2:32][CH2:33][NH:34][C:35]([NH:37]S(C2C(C)=C3C(=C(C)C=2C)OC(C)(C)CC3)(=O)=O)=[NH:36])[C:24]([O:26]C(C)(C)C)=[O:25])=[O:21])[C:9]1=[O:56])[C:2]1[CH:7]=[CH:6][CH:5]=[CH:4][CH:3]=1.CC(OC)(C)C.[C:63]([OH:69])([C:65]([F:68])([F:67])[F:66])=[O:64].